From a dataset of HIV replication inhibition screening data with 41,000+ compounds from the AIDS Antiviral Screen. Binary Classification. Given a drug SMILES string, predict its activity (active/inactive) in a high-throughput screening assay against a specified biological target. The molecule is CC(=Nc1c2ccccc2nc2ccccc12)N(C)C. The result is 0 (inactive).